This data is from NCI-60 drug combinations with 297,098 pairs across 59 cell lines. The task is: Regression. Given two drug SMILES strings and cell line genomic features, predict the synergy score measuring deviation from expected non-interaction effect. (1) Drug 1: C1CCC(C1)C(CC#N)N2C=C(C=N2)C3=C4C=CNC4=NC=N3. Drug 2: CC1C(C(CC(O1)OC2CC(CC3=C2C(=C4C(=C3O)C(=O)C5=C(C4=O)C(=CC=C5)OC)O)(C(=O)CO)O)N)O.Cl. Cell line: SK-MEL-28. Synergy scores: CSS=40.3, Synergy_ZIP=2.43, Synergy_Bliss=3.59, Synergy_Loewe=-36.9, Synergy_HSA=0.791. (2) Drug 1: CCCS(=O)(=O)NC1=C(C(=C(C=C1)F)C(=O)C2=CNC3=C2C=C(C=N3)C4=CC=C(C=C4)Cl)F. Drug 2: CC12CCC3C(C1CCC2OP(=O)(O)O)CCC4=C3C=CC(=C4)OC(=O)N(CCCl)CCCl.[Na+]. Cell line: HOP-92. Synergy scores: CSS=-7.37, Synergy_ZIP=0.0863, Synergy_Bliss=-7.03, Synergy_Loewe=-9.47, Synergy_HSA=-9.16.